From a dataset of Retrosynthesis with 50K atom-mapped reactions and 10 reaction types from USPTO. Predict the reactants needed to synthesize the given product. (1) Given the product CCOC(=O)CNc1cccc(OCc2ccccc2)c1NC(C)=O, predict the reactants needed to synthesize it. The reactants are: CC(=O)Nc1c(N)cccc1OCc1ccccc1.CCOC(=O)CBr. (2) Given the product CC(=O)NCC=C1CCc2c(F)cc3nn(C)cc3c21, predict the reactants needed to synthesize it. The reactants are: CC(=O)OC(C)=O.Cn1cc2c3c(c(F)cc2n1)CCC3=CCN. (3) Given the product Cc1cccc(/C=C/c2cccc(N)c2)c1, predict the reactants needed to synthesize it. The reactants are: C=Cc1cccc(C)c1.Nc1cccc(Br)c1. (4) Given the product C=CC(=O)NCCOCCOc1ccc2c(c1OC)N=C(NC(=O)c1cccnc1)N1CCN=C21, predict the reactants needed to synthesize it. The reactants are: C=CC(=O)O.COc1c(OCCOCCN)ccc2c1N=C(NC(=O)c1cccnc1)N1CCN=C21. (5) Given the product Cc1ccccc1-c1ccc(C(O)CC[C@H]2CCC(=O)N2CCCCCCC(=O)O)o1, predict the reactants needed to synthesize it. The reactants are: CCOC(=O)CCCCCCN1C(=O)CC[C@@H]1CCC(O)c1ccc(-c2ccccc2C)o1. (6) Given the product CCCCC(=O)OCCNc1cc(C)nc2cn(C)nc12, predict the reactants needed to synthesize it. The reactants are: CCCCC(=O)Cl.Cc1cc(NCCO)c2nn(C)cc2n1. (7) Given the product CCNCCCOc1cccc(-c2cc(C(=O)N3CNC(=O)C3)nn2-c2cccc(Cl)c2)c1, predict the reactants needed to synthesize it. The reactants are: CCN.CN(C)CCCOc1cccc(-c2cc(C(=O)N3CNC(=O)C3)nn2-c2cccc(Cl)c2)c1. (8) The reactants are: O=C1c2ccccc2-c2ncccc21. Given the product c1ccc2c(c1)Cc1cccnc1-2, predict the reactants needed to synthesize it. (9) Given the product CCCCNC(=O)c1ccc2c(c1)N=C(c1ccc(Cl)cc1)c1ccccc1S2=O, predict the reactants needed to synthesize it. The reactants are: CCCCNC(=O)c1ccc2c(c1)N=C(c1ccc(Cl)cc1)c1ccccc1S2.OO.